This data is from Full USPTO retrosynthesis dataset with 1.9M reactions from patents (1976-2016). The task is: Predict the reactants needed to synthesize the given product. Given the product [C:18]([C:21]1([CH2:16][N:8]([CH2:1][C:2]2[CH:7]=[CH:6][CH:5]=[CH:4][CH:3]=2)[CH2:9][C:10]2[CH:15]=[CH:14][CH:13]=[CH:12][CH:11]=2)[CH2:25][CH2:24][O:23][C:22]1=[O:26])(=[O:20])[CH3:19], predict the reactants needed to synthesize it. The reactants are: [CH2:1]([NH:8][CH2:9][C:10]1[CH:15]=[CH:14][CH:13]=[CH:12][CH:11]=1)[C:2]1[CH:7]=[CH:6][CH:5]=[CH:4][CH:3]=1.[CH2:16]=O.[C:18]([CH:21]1[CH2:25][CH2:24][O:23][C:22]1=[O:26])(=[O:20])[CH3:19].